This data is from Forward reaction prediction with 1.9M reactions from USPTO patents (1976-2016). The task is: Predict the product of the given reaction. (1) Given the reactants [Cl:1][C:2]1[C:3](I)=[N:4][N:5]([CH2:8][C:9]([N:11]2[CH2:16][CH2:15][CH2:14][C:13]3[N:17]([C:20]4[CH:25]=[CH:24][C:23]([F:26])=[CH:22][CH:21]=4)[N:18]=[CH:19][C:12]2=3)=[O:10])[C:6]=1[CH3:7].[CH3:28][N:29](C=O)C, predict the reaction product. The product is: [Cl:1][C:2]1[C:3]([C:28]#[N:29])=[N:4][N:5]([CH2:8][C:9]([N:11]2[CH2:16][CH2:15][CH2:14][C:13]3[N:17]([C:20]4[CH:25]=[CH:24][C:23]([F:26])=[CH:22][CH:21]=4)[N:18]=[CH:19][C:12]2=3)=[O:10])[C:6]=1[CH3:7]. (2) Given the reactants CN(C)S([N:6]1[CH:10]=[CH:9][N:8]=[C:7]1[Si](C(C)(C)C)(C)C)(=O)=O.[CH3:19][C:20]1[CH:29]=[C:28]2[C:23]([C:24](=O)[CH2:25][CH2:26][O:27]2)=[CH:22][CH:21]=1, predict the reaction product. The product is: [CH3:19][C:20]1[CH:29]=[C:28]2[C:23]([C:24]([C:10]3[NH:6][CH:7]=[N:8][CH:9]=3)=[CH:25][CH2:26][O:27]2)=[CH:22][CH:21]=1. (3) Given the reactants Cl[C:2]1[CH:7]=[CH:6][C:5]([S:8]([N:11](C2C(C(=O)C3C=CC=CC=3OCC)=NC=C(Cl)C=2)COC)(=[O:10])=[O:9])=[CH:4][C:3]=1[C:33]([F:36])([F:35])[F:34].Cl, predict the reaction product. The product is: [F:36][C:33]([F:34])([F:35])[C:3]1[CH:4]=[C:5]([S:8]([NH2:11])(=[O:10])=[O:9])[CH:6]=[CH:7][CH:2]=1. (4) Given the reactants [C:1]([O:11][CH:12]([CH3:14])[CH3:13])(=[O:10])/[CH:2]=[CH:3]/[C:4]([O:6][CH:7]([CH3:9])[CH3:8])=[O:5].[C:15]([O:24][CH2:25][CH3:26])(=[O:23])/[CH:16]=[CH:17]/[C:18]([O:20][CH2:21][CH3:22])=[O:19].[C:27]([O:31][CH2:32][CH2:33][OH:34])(=[O:30])[CH:28]=[CH2:29].CCCCCC, predict the reaction product. The product is: [C:4]([O:6][CH:7]([CH3:9])[CH3:8])(=[O:5])/[CH:3]=[CH:2]/[C:1]([O:11][CH:12]([CH3:14])[CH3:13])=[O:10].[C:18]([O:20][CH2:21][CH3:22])(=[O:19])/[CH:17]=[CH:16]/[C:15]([O:24][CH2:25][CH3:26])=[O:23].[C:27]([O:31][CH2:32][CH2:33][OH:34])(=[O:30])[CH:28]=[CH2:29]. (5) Given the reactants C([O:4][C:5]1[CH:37]=[CH:36][C:8]([C:9]([NH:11][C:12]2[CH:13]=[C:14]([N:18]3[C:23](=[O:24])[C:22]([CH2:25][C:26]4[CH:31]=[CH:30][CH:29]=[CH:28][CH:27]=4)=[N:21][C:20]4[CH:32]=[CH:33][CH:34]=[N:35][C:19]3=4)[CH:15]=[CH:16][CH:17]=2)=[O:10])=[CH:7][CH:6]=1)(=O)C.C(=O)([O-])[O-].[K+].[K+].C(OCC)(=O)C, predict the reaction product. The product is: [CH2:25]([C:22]1[C:23](=[O:24])[N:18]([C:14]2[CH:15]=[CH:16][CH:17]=[C:12]([NH:11][C:9](=[O:10])[C:8]3[CH:36]=[CH:37][C:5]([OH:4])=[CH:6][CH:7]=3)[CH:13]=2)[C:19]2[N:35]=[CH:34][CH:33]=[CH:32][C:20]=2[N:21]=1)[C:26]1[CH:31]=[CH:30][CH:29]=[CH:28][CH:27]=1. (6) The product is: [Cl:1][C:2]1[CH:3]=[CH:4][C:5]([NH:8][C:9]([NH:11][C@@H:12]([C:17]([N:19]2[CH2:24][CH2:23][CH:22]([N:25]3[CH2:29][C:28]4=[CH:30][N:31]=[C:32]([CH3:33])[N:27]4[C:26]3=[O:34])[CH2:21][CH2:20]2)=[O:18])[CH2:13][CH2:14][S:15]([CH3:16])=[O:43])=[O:10])=[CH:6][CH:7]=1. Given the reactants [Cl:1][C:2]1[CH:7]=[CH:6][C:5]([NH:8][C:9]([NH:11][C@@H:12]([C:17]([N:19]2[CH2:24][CH2:23][CH:22]([N:25]3[CH2:29][C:28]4=[CH:30][N:31]=[C:32]([CH3:33])[N:27]4[C:26]3=[O:34])[CH2:21][CH2:20]2)=[O:18])[CH2:13][CH2:14][S:15][CH3:16])=[O:10])=[CH:4][CH:3]=1.ClC1C=CC=C(C(OO)=[O:43])C=1, predict the reaction product. (7) The product is: [C:25]([O:24][C:22]([N:19]1[CH2:20][CH2:21][N:16]([CH2:15][C:14]([N:11]2[C:12]3[C:8](=[CH:7][CH:6]=[C:5]([C:3](=[O:2])[NH:32][CH3:31])[CH:13]=3)[CH2:9][CH2:10]2)=[O:30])[CH2:17][C@H:18]1[CH3:29])=[O:23])([CH3:27])([CH3:26])[CH3:28]. Given the reactants C[O:2][C:3]([C:5]1[CH:13]=[C:12]2[C:8]([CH2:9][CH2:10][N:11]2[C:14](=[O:30])[CH2:15][N:16]2[CH2:21][CH2:20][N:19]([C:22]([O:24][C:25]([CH3:28])([CH3:27])[CH3:26])=[O:23])[C@H:18]([CH3:29])[CH2:17]2)=[CH:7][CH:6]=1)=O.[CH3:31][NH2:32], predict the reaction product.